The task is: Predict the product of the given reaction.. This data is from Forward reaction prediction with 1.9M reactions from USPTO patents (1976-2016). (1) The product is: [CH3:3][Si:2]([O:9][P:10]([CH2:16][CH:17]1[CH2:19][CH2:18]1)(=[O:15])[O:11][Si:2]([CH3:5])([CH3:4])[CH3:3])([CH3:5])[CH3:4]. Given the reactants Br[Si:2]([CH3:5])([CH3:4])[CH3:3].C([O:9][P:10]([CH2:16][CH:17]1[CH2:19][CH2:18]1)(=[O:15])[O:11]C(C)C)(C)C, predict the reaction product. (2) Given the reactants [CH3:1][O:2][C:3](=[O:35])[C@H:4]([N:11]1[C:15](=[O:16])[C:14]2([CH2:21][CH2:20][N:19](C(OC(C)(C)C)=O)[CH2:18][CH2:17]2)[N:13]([C:29]2[CH:34]=[CH:33][CH:32]=[CH:31][CH:30]=2)[CH2:12]1)[C:5]1[CH:10]=[CH:9][CH:8]=[CH:7][CH:6]=1.Cl, predict the reaction product. The product is: [O:16]=[C:15]1[C:14]2([CH2:17][CH2:18][NH:19][CH2:20][CH2:21]2)[N:13]([C:29]2[CH:34]=[CH:33][CH:32]=[CH:31][CH:30]=2)[CH2:12][N:11]1[C@H:4]([C:5]1[CH:6]=[CH:7][CH:8]=[CH:9][CH:10]=1)[C:3]([O:2][CH3:1])=[O:35]. (3) Given the reactants [NH2:1][C:2]1[NH:7][C:6](=O)[C:5]([CH:9]([NH:11][C:12](=O)[C:13]2[CH:18]=[CH:17][CH:16]=[C:15]([C:19]([F:22])([F:21])[F:20])[CH:14]=2)[CH3:10])=[N:4][N:3]=1.[OH-].[Na+], predict the reaction product. The product is: [NH2:1][C:2]1[N:7]=[CH:6][C:5]2=[C:9]([CH3:10])[N:11]=[C:12]([C:13]3[CH:18]=[CH:17][CH:16]=[C:15]([C:19]([F:22])([F:21])[F:20])[CH:14]=3)[N:4]2[N:3]=1. (4) Given the reactants [NH2:1][CH:2]([C:23]1[CH:28]=[CH:27][CH:26]=[CH:25][CH:24]=1)[C:3]([N:5]([C:15]1[CH:20]=[CH:19][C:18]([CH3:21])=[C:17]([CH3:22])[CH:16]=1)[CH2:6][CH2:7][C:8]1[CH:13]=[CH:12][C:11]([CH3:14])=[CH:10][CH:9]=1)=[O:4].CCN(CC)CC.[CH3:36][C:37](OC(C)=O)=[O:38], predict the reaction product. The product is: [C:37]([NH:1][C@@H:2]([C:23]1[CH:28]=[CH:27][CH:26]=[CH:25][CH:24]=1)[C:3]([N:5]([C:15]1[CH:20]=[CH:19][C:18]([CH3:21])=[C:17]([CH3:22])[CH:16]=1)[CH2:6][CH2:7][C:8]1[CH:9]=[CH:10][C:11]([CH3:14])=[CH:12][CH:13]=1)=[O:4])(=[O:38])[CH3:36]. (5) Given the reactants [Br:1]Br.[CH3:3][N:4]([CH3:17])[CH2:5][CH2:6][O:7][C:8]1[CH:13]=[CH:12][C:11]([C:14](=[O:16])[CH3:15])=[CH:10][CH:9]=1.O, predict the reaction product. The product is: [Br:1][CH2:15][C:14]([C:11]1[CH:10]=[CH:9][C:8]([O:7][CH2:6][CH2:5][N:4]([CH3:3])[CH3:17])=[CH:13][CH:12]=1)=[O:16].